Binary Classification. Given two protein amino acid sequences, predict whether they physically interact or not. From a dataset of Human Reference Interactome with 51,813 positive PPI pairs across 8,248 proteins, plus equal number of experimentally-validated negative pairs. Protein 1 (ENSG00000189042) has sequence MDVMLENYCHLISVGCHMTKPDVILKLERGEEPWTSFAGHTCLEENWKAEDFLVKFKEHQEKYSRSVVSINHKKLVKEKSKIYEKTFTLGKNPVNSKNLPPEYDTHGRILKNVSELIISNLNPARKRLSEYNGYGKSLLSTKQETTHPEVKSHNQSARAFSHNEVLMQYQKTETPAQSFGYNDCEKSFLQRGGLITHSRPYKGENPSVYNKKRRATNIEKKHTCNECGKSFCRKSVLILHQGIHSEEKPYQCHQCGNAFRRKSYLIDHQRTHTGEKPFVCNECGKSFRLKTALTDHQRTH.... Protein 2 (ENSG00000115919) has sequence MEPSSLELPADTVQRIAAELKCHPTDERVALHLDEEDKLRHFRECFYIPKIQDLPPVDLSLVNKDENAIYFLGNSLGLQPKMVKTYLEEELDKWAKIAAYGHEVGKRPWITGDESIVGLMKDIVGANEKEIALMNALTVNLHLLMLSFFKPTPKRYKILLEAKAFPSDHYAIESQLQLHGLNIEESMRMIKPREGEETLRIEDILEVIEKEGDSIAVILFSGVHFYTGQHFNIPAITKAGQAKGCYVGFDLAHAVGNVELYLHDWGVDFACWCSYKYLNAGAGGIAGAFIHEKHAHTIKP.... Result: 0 (the proteins do not interact).